Task: Predict the reactants needed to synthesize the given product.. Dataset: Full USPTO retrosynthesis dataset with 1.9M reactions from patents (1976-2016) Given the product [F:15][C:14]1[CH:13]=[C:12]([N+:16]([O-:18])=[O:17])[CH:11]=[C:6]2[C:5]=1[NH:3][N:2]=[C:7]2[OH:8], predict the reactants needed to synthesize it. The reactants are: O.[NH2:2][NH2:3].F[C:5]1[C:14]([F:15])=[CH:13][C:12]([N+:16]([O-:18])=[O:17])=[CH:11][C:6]=1[C:7](OC)=[O:8].